From a dataset of SARS-CoV-2 main protease (3CLPro) crystallographic fragment screen with 879 compounds. Binary Classification. Given a drug SMILES string, predict its activity (active/inactive) in a high-throughput screening assay against a specified biological target. (1) The result is 0 (inactive). The drug is CC1(CO)CCCNC1. (2) The compound is CC(=O)Nc1cccc(C(=O)O)c1C. The result is 0 (inactive).